This data is from Forward reaction prediction with 1.9M reactions from USPTO patents (1976-2016). The task is: Predict the product of the given reaction. (1) Given the reactants [OH:1][C:2]1[CH:3]=[C:4]([C:12]([O:14][CH3:15])=[O:13])[CH:5]=[C:6]([CH:11]=1)[C:7]([O:9][CH3:10])=[O:8].N1C=CC=CC=1.[F:22][C:23]([F:29])([F:28])[S:24](O)(=[O:26])=[O:25], predict the reaction product. The product is: [F:22][C:23]([F:29])([F:28])[S:24]([O:1][C:2]1[CH:11]=[C:6]([C:7]([O:9][CH3:10])=[O:8])[CH:5]=[C:4]([CH:3]=1)[C:12]([O:14][CH3:15])=[O:13])(=[O:26])=[O:25]. (2) Given the reactants [C:1]([C@:3]12[CH2:28][C:27](=[O:29])[CH2:26][CH2:25][C@:24]1([CH3:30])[C:23]1[CH2:22][CH2:21][C@@:20]3([CH3:31])[C@@H:7]([CH2:8][CH2:9][C@@H:10]3[C@H:11]([CH3:19])[CH2:12][CH:13]3[CH2:18][CH2:17][CH2:16][CH2:15][CH2:14]3)[C:6]=1[CH2:5][CH2:4]2)#[N:2].[BH4-].[Na+], predict the reaction product. The product is: [C:1]([C@:3]12[CH2:28][C@@H:27]([OH:29])[CH2:26][CH2:25][C@:24]1([CH3:30])[C:23]1[CH2:22][CH2:21][C@@:20]3([CH3:31])[C@@H:7]([CH2:8][CH2:9][C@@H:10]3[C@H:11]([CH3:19])[CH2:12][CH:13]3[CH2:14][CH2:15][CH2:16][CH2:17][CH2:18]3)[C:6]=1[CH2:5][CH2:4]2)#[N:2].[C:1]([C@:3]12[CH2:28][C@H:27]([OH:29])[CH2:26][CH2:25][C@:24]1([CH3:30])[C:23]1[CH2:22][CH2:21][C@@:20]3([CH3:31])[C@@H:7]([CH2:8][CH2:9][C@@H:10]3[C@H:11]([CH3:19])[CH2:12][CH:13]3[CH2:14][CH2:15][CH2:16][CH2:17][CH2:18]3)[C:6]=1[CH2:5][CH2:4]2)#[N:2]. (3) Given the reactants C(OC(NC(=O)C=CSC1C=CC=CC=1)=O)C.[CH2:18]([O:20][C:21]([N:23]=[C:24]([S:34][C:35]1[CH:40]=[CH:39][CH:38]=[CH:37][CH:36]=1)[CH:25]=[CH:26][S:27][C:28]1[CH:33]=[CH:32][CH:31]=[CH:30][CH:29]=1)=[O:22])[CH3:19].C(Br)(Br)(Br)Br.C1(P(C2C=CC=CC=2)C2C=CC=CC=2)C=CC=CC=1.[Na].C1(S)C=CC=CC=1, predict the reaction product. The product is: [CH2:18]([O:20][C:21]([N:23]=[C:24]([S:34][C:35]1[CH:40]=[CH:39][CH:38]=[CH:37][CH:36]=1)[CH:25]=[CH:26][S:27][C:28]1[CH:29]=[CH:30][CH:31]=[CH:32][CH:33]=1)=[O:22])[CH3:19]. (4) The product is: [CH3:15][C:7]1[CH:6]=[C:5]([CH:13]=[C:12]([CH3:14])[C:8]=1[C:9]([O:11][CH3:18])=[O:10])[C:3]([OH:2])=[O:4]. Given the reactants C[O:2][C:3]([C:5]1[CH:13]=[C:12]([CH3:14])[C:8]([C:9]([OH:11])=[O:10])=[C:7]([CH3:15])[CH:6]=1)=[O:4].[N+](=[CH2:18])=[N-].O.[OH-].[Li+], predict the reaction product. (5) Given the reactants Cl.[CH2:2]([O:4][C:5]1[CH:13]=[CH:12][C:11]([S:14]([N:17]2[CH2:22][CH2:21][N:20]([CH2:23][CH3:24])[CH2:19][CH2:18]2)(=[O:16])=[O:15])=[CH:10][C:6]=1[C:7]([NH2:9])=[NH:8])[CH3:3].O.[NH2:26]N, predict the reaction product. The product is: [CH2:2]([O:4][C:5]1[CH:13]=[CH:12][C:11]([S:14]([N:17]2[CH2:18][CH2:19][N:20]([CH2:23][CH3:24])[CH2:21][CH2:22]2)(=[O:16])=[O:15])=[CH:10][C:6]=1[C:7]([NH:9][NH2:26])=[NH:8])[CH3:3]. (6) Given the reactants [NH2:1][CH2:2][CH2:3][CH2:4][N:5]1[CH:14]=[CH:13][C:12]2[C:7](=[CH:8][C:9]([C:15]([O:17][CH3:18])=[O:16])=[CH:10][CH:11]=2)[C:6]1=[O:19].Cl.C(N(CC)CC)C.[CH3:28][C:29]([CH3:34])([CH3:33])[C:30](Cl)=[O:31], predict the reaction product. The product is: [CH3:28][C:29]([CH3:34])([CH3:33])[C:30]([NH:1][CH2:2][CH2:3][CH2:4][N:5]1[CH:14]=[CH:13][C:12]2[C:7](=[CH:8][C:9]([C:15]([O:17][CH3:18])=[O:16])=[CH:10][CH:11]=2)[C:6]1=[O:19])=[O:31]. (7) Given the reactants [OH:1][CH2:2][CH2:3][O:4][C:5]1([C:13]2[S:14][C:15]([C:18]3[CH:19]=[C:20]([N:25]([C:33]4[N:38]=[C:37]([C:39]([F:42])([F:41])[F:40])[CH:36]=[CH:35][N:34]=4)C(=O)OC(C)(C)C)[CH:21]=[C:22]([CH3:24])[CH:23]=3)=[CH:16][N:17]=2)[CH2:11][CH2:10][C:9](=[O:12])[NH:8][CH2:7][CH2:6]1.C(O)(C(F)(F)F)=O, predict the reaction product. The product is: [OH:1][CH2:2][CH2:3][O:4][C:5]1([C:13]2[S:14][C:15]([C:18]3[CH:19]=[C:20]([NH:25][C:33]4[N:38]=[C:37]([C:39]([F:40])([F:41])[F:42])[CH:36]=[CH:35][N:34]=4)[CH:21]=[C:22]([CH3:24])[CH:23]=3)=[CH:16][N:17]=2)[CH2:6][CH2:7][NH:8][C:9](=[O:12])[CH2:10][CH2:11]1. (8) Given the reactants [Cl:1][C:2]1[CH:3]=[C:4]([CH2:9][CH2:10][OH:11])[CH:5]=[CH:6][C:7]=1[Cl:8].Cl[C:13]1[CH:29]=[C:17]2[N:18](C(OC(C)(C)C)=O)[CH2:19][CH2:20][CH2:21][N:16]2[C:15](=[O:30])[N:14]=1, predict the reaction product. The product is: [Cl:1][C:2]1[CH:3]=[C:4]([CH:5]=[CH:6][C:7]=1[Cl:8])[CH2:9][CH2:10][O:11][C:13]1[CH:29]=[C:17]2[NH:18][CH2:19][CH2:20][CH2:21][N:16]2[C:15](=[O:30])[N:14]=1. (9) Given the reactants Cl[C:2]1[CH:7]=[N:6][CH:5]=[C:4]([Cl:8])[N:3]=1.[F:9][C:10]1[CH:11]=[C:12]([CH:15]=[C:16]([F:18])[CH:17]=1)[CH2:13][OH:14].[H-].[Na+], predict the reaction product. The product is: [Cl:8][C:4]1[CH:5]=[N:6][CH:7]=[C:2]([O:14][CH2:13][C:12]2[CH:11]=[C:10]([F:9])[CH:17]=[C:16]([F:18])[CH:15]=2)[N:3]=1.